Dataset: Catalyst prediction with 721,799 reactions and 888 catalyst types from USPTO. Task: Predict which catalyst facilitates the given reaction. (1) Reactant: [F:1][C:2]1[CH:3]=[C:4]2[C:9](=[CH:10][CH:11]=1)[N:8]=[C:7]([N:12]1[CH2:15][C:14]3([CH2:18][CH:17]([NH:19][C:20]([O:22][CH2:23][C:24]4[O:28][N:27]=[C:26]([C:29](OCC)=[O:30])[CH:25]=4)=[O:21])[CH2:16]3)[CH2:13]1)[CH:6]=[CH:5]2.[CH3:34][NH2:35]. Product: [F:1][C:2]1[CH:3]=[C:4]2[C:9](=[CH:10][CH:11]=1)[N:8]=[C:7]([N:12]1[CH2:13][C:14]3([CH2:16][CH:17]([NH:19][C:20](=[O:21])[O:22][CH2:23][C:24]4[O:28][N:27]=[C:26]([C:29](=[O:30])[NH:35][CH3:34])[CH:25]=4)[CH2:18]3)[CH2:15]1)[CH:6]=[CH:5]2. The catalyst class is: 8. (2) Reactant: C([O:3][C:4](=[O:39])[C:5]([N:8]1[C:16]2[C:11](=[CH:12][C:13]([O:17][CH2:18][C:19]3[CH:20]=[N:21][N:22]([C:25]4[CH:30]=[C:29]([C:31]([F:34])([F:33])[F:32])[CH:28]=[C:27]([C:35]([F:38])([F:37])[F:36])[CH:26]=4)[C:23]=3[CH3:24])=[CH:14][CH:15]=2)[CH:10]=[CH:9]1)([CH3:7])[CH3:6])C.[OH-].[Na+]. Product: [F:37][C:35]([F:36])([F:38])[C:27]1[CH:26]=[C:25]([N:22]2[C:23]([CH3:24])=[C:19]([CH2:18][O:17][C:13]3[CH:12]=[C:11]4[C:16](=[CH:15][CH:14]=3)[N:8]([C:5]([CH3:6])([CH3:7])[C:4]([OH:39])=[O:3])[CH:9]=[CH:10]4)[CH:20]=[N:21]2)[CH:30]=[C:29]([C:31]([F:32])([F:33])[F:34])[CH:28]=1. The catalyst class is: 8. (3) Reactant: [CH2:1]([O:8][C:9]1[CH:10]=[C:11]([CH:14]=[CH:15][C:16]=1[O:17][CH:18]([CH3:20])[CH3:19])[CH:12]=O)[C:2]1[CH:7]=[CH:6][CH:5]=[CH:4][CH:3]=1.C([O-])(=O)C.[NH4+].[N+:26]([CH3:29])([O-:28])=[O:27]. Product: [CH2:1]([O:8][C:9]1[CH:10]=[C:11](/[CH:12]=[CH:29]/[N+:26]([O-:28])=[O:27])[CH:14]=[CH:15][C:16]=1[O:17][CH:18]([CH3:20])[CH3:19])[C:2]1[CH:7]=[CH:6][CH:5]=[CH:4][CH:3]=1. The catalyst class is: 15. (4) Reactant: [CH3:1][CH:2]([C:16]([OH:18])=[O:17])[C:3]1[CH:4]=[CH:5][C:6]([CH2:9][CH:10]2[C:14](=[O:15])[CH2:13][CH2:12][CH2:11]2)=[CH:7][CH:8]=1.[CH3:19][C:20]1[CH:21]=[CH:22][C:23]([C:26]([CH:28]([CH2:30][N:31]2[CH2:36][CH2:35][CH2:34][CH2:33][CH2:32]2)[CH3:29])=[O:27])=[CH:24][CH:25]=1. Product: [CH3:1][CH:2]([C:16]([OH:18])=[O:17])[C:3]1[CH:4]=[CH:5][C:6]([CH2:9][CH:10]2[C:14](=[O:15])[CH2:13][CH2:12][CH2:11]2)=[CH:7][CH:8]=1.[CH3:19][C:20]1[CH:21]=[CH:22][C:23]([C:26]([CH:28]([CH2:30][N:31]2[CH2:36][CH2:35][CH2:34][CH2:33][CH2:32]2)[CH3:29])=[O:27])=[CH:24][CH:25]=1. The catalyst class is: 13. (5) Reactant: [F:1][C:2]1[CH:3]=[N:4][CH:5]=[CH:6][C:7]=1[CH2:8]O.S(Cl)([Cl:12])=O.C(=O)(O)[O-].[Na+]. Product: [Cl:12][CH2:8][C:7]1[CH:6]=[CH:5][N:4]=[CH:3][C:2]=1[F:1]. The catalyst class is: 22. (6) Reactant: [CH:1]([C:3]1[CH:8]=[CH:7][C:6]([C:9]2[O:10][CH:11]=[CH:12][CH:13]=2)=[CH:5][CH:4]=1)=O.[S:14]([NH2:24])(=[O:23])([C:16]1[CH:21]=[CH:20][C:19]([NH2:22])=[CH:18][CH:17]=1)=[O:15]. Product: [S:14]([C:16]1[CH:21]=[CH:20][C:19]([N:22]=[CH:1][C:3]2[CH:8]=[CH:7][C:6]([C:9]3[O:10][CH:11]=[CH:12][CH:13]=3)=[CH:5][CH:4]=2)=[CH:18][CH:17]=1)(=[O:15])(=[O:23])[NH2:24]. The catalyst class is: 8.